Task: Regression. Given two drug SMILES strings and cell line genomic features, predict the synergy score measuring deviation from expected non-interaction effect.. Dataset: NCI-60 drug combinations with 297,098 pairs across 59 cell lines (1) Drug 1: CCCS(=O)(=O)NC1=C(C(=C(C=C1)F)C(=O)C2=CNC3=C2C=C(C=N3)C4=CC=C(C=C4)Cl)F. Drug 2: C1=CC(=CC=C1CCC2=CNC3=C2C(=O)NC(=N3)N)C(=O)NC(CCC(=O)O)C(=O)O. Cell line: CAKI-1. Synergy scores: CSS=26.7, Synergy_ZIP=-0.000769, Synergy_Bliss=1.91, Synergy_Loewe=0.132, Synergy_HSA=4.23. (2) Drug 1: CC12CCC3C(C1CCC2=O)CC(=C)C4=CC(=O)C=CC34C. Drug 2: C1=CC(=CC=C1CC(C(=O)O)N)N(CCCl)CCCl.Cl. Cell line: COLO 205. Synergy scores: CSS=71.8, Synergy_ZIP=5.12, Synergy_Bliss=8.51, Synergy_Loewe=5.24, Synergy_HSA=5.72. (3) Drug 1: C1CCC(C1)C(CC#N)N2C=C(C=N2)C3=C4C=CNC4=NC=N3. Drug 2: C1=CC=C(C=C1)NC(=O)CCCCCCC(=O)NO. Cell line: UACC62. Synergy scores: CSS=-4.11, Synergy_ZIP=-3.85, Synergy_Bliss=-10.4, Synergy_Loewe=-39.5, Synergy_HSA=-18.7.